This data is from Full USPTO retrosynthesis dataset with 1.9M reactions from patents (1976-2016). The task is: Predict the reactants needed to synthesize the given product. (1) The reactants are: [CH2:1]([O:3][C:4]([C:6]1[C:15]2[C:10](=[CH:11][C:12]([C:17]#[CH:18])=[C:13]([CH3:16])[CH:14]=2)[C:9]([CH3:20])([CH3:19])[CH2:8][CH:7]=1)=[O:5])[CH3:2].[CH3:21][O:22][C:23](=[O:32])[CH2:24][C:25]1[CH:30]=[CH:29][C:28](I)=[CH:27][CH:26]=1.C(N(CC)CC)C.C(OCC)(=O)C. Given the product [CH2:1]([O:3][C:4]([C:6]1[C:15]2[C:10](=[CH:11][C:12]([C:17]#[C:18][C:28]3[CH:29]=[CH:30][C:25]([CH2:24][C:23]([O:22][CH3:21])=[O:32])=[CH:26][CH:27]=3)=[C:13]([CH3:16])[CH:14]=2)[C:9]([CH3:19])([CH3:20])[CH2:8][CH:7]=1)=[O:5])[CH3:2], predict the reactants needed to synthesize it. (2) The reactants are: C([O:3][C:4]([C:6]1([OH:20])[CH2:11][CH2:10][CH:9]([O:12][Si:13]([C:16]([CH3:19])([CH3:18])[CH3:17])([CH3:15])[CH3:14])[CH2:8][CH2:7]1)=[O:5])C.[Li+].[OH-].C1COCC1. Given the product [C:16]([Si:13]([CH3:15])([CH3:14])[O:12][CH:9]1[CH2:10][CH2:11][C:6]([OH:20])([C:4]([OH:5])=[O:3])[CH2:7][CH2:8]1)([CH3:19])([CH3:18])[CH3:17], predict the reactants needed to synthesize it. (3) The reactants are: [F:1][C:2]1[CH:3]=[C:4]([CH2:18][NH2:19])[CH:5]=[C:6]([C:8]2[CH:13]=[CH:12][C:11]([C:14]([F:17])([F:16])[F:15])=[CH:10][CH:9]=2)[CH:7]=1.[F:20][C:21]1[CH:26]=[CH:25][C:24]([S:27]([N:30]([CH2:34][C:35](O)=[O:36])[CH:31]([CH3:33])[CH3:32])(=[O:29])=[O:28])=[CH:23][CH:22]=1.CN(C(ON1N=NC2C=CC=NC1=2)=[N+](C)C)C.F[P-](F)(F)(F)(F)F.C(N(CC)C(C)C)(C)C.OS([O-])(=O)=O.[K+]. Given the product [F:20][C:21]1[CH:22]=[CH:23][C:24]([S:27]([N:30]([CH:31]([CH3:33])[CH3:32])[CH2:34][C:35]([NH:19][CH2:18][C:4]2[CH:5]=[C:6]([C:8]3[CH:9]=[CH:10][C:11]([C:14]([F:16])([F:17])[F:15])=[CH:12][CH:13]=3)[CH:7]=[C:2]([F:1])[CH:3]=2)=[O:36])(=[O:28])=[O:29])=[CH:25][CH:26]=1, predict the reactants needed to synthesize it. (4) The reactants are: [CH2:1]([N:8]1[C:16]2[C:11](=[CH:12][CH:13]=[CH:14][C:15]=2[C:17]2[CH:22]=[CH:21][C:20]([O:23][C:24]([F:27])([F:26])[F:25])=[CH:19][CH:18]=2)[C:10]([C:28](=[O:34])[C:29]([O:31]CC)=[O:30])=[CH:9]1)[C:2]1[CH:7]=[CH:6][CH:5]=[CH:4][CH:3]=1.[OH-].[K+]. Given the product [CH2:1]([N:8]1[C:16]2[C:11](=[CH:12][CH:13]=[CH:14][C:15]=2[C:17]2[CH:22]=[CH:21][C:20]([O:23][C:24]([F:27])([F:25])[F:26])=[CH:19][CH:18]=2)[C:10]([C:28](=[O:34])[C:29]([OH:31])=[O:30])=[CH:9]1)[C:2]1[CH:3]=[CH:4][CH:5]=[CH:6][CH:7]=1, predict the reactants needed to synthesize it. (5) Given the product [NH2:35][CH:1]([C:4]1[C:5]([O:27][CH3:28])=[C:6]([C:12]2[CH:17]=[CH:16][C:15]([C:18]([N:20]3[CH2:23][CH:22]([C:24]#[N:25])[CH2:21]3)=[O:19])=[C:14]([F:26])[CH:13]=2)[C:7]([CH3:11])=[C:8]([Cl:10])[CH:9]=1)[CH3:2], predict the reactants needed to synthesize it. The reactants are: [C:1]([C:4]1[C:5]([O:27][CH3:28])=[C:6]([C:12]2[CH:17]=[CH:16][C:15]([C:18]([N:20]3[CH2:23][CH:22]([C:24]#[N:25])[CH2:21]3)=[O:19])=[C:14]([F:26])[CH:13]=2)[C:7]([CH3:11])=[C:8]([Cl:10])[CH:9]=1)(=O)[CH3:2].C([O-])(=O)C.[NH4+].C([BH3-])#[N:35].[Na+]. (6) The reactants are: [C:1]([O:5][C:6]([N:8]1[CH2:13][CH2:12][CH:11]([CH2:14][CH2:15][C:16]([N:18]2[CH2:23][CH2:22][CH2:21][C@@H:20]([C:24](=[O:42])[NH:25][C@H:26]([C:35]3[CH:40]=[CH:39][C:38]([OH:41])=[CH:37][CH:36]=3)[CH2:27][C:28]([O:30][C:31]([CH3:34])([CH3:33])[CH3:32])=[O:29])[CH2:19]2)=[O:17])[CH2:10][CH2:9]1)=[O:7])([CH3:4])([CH3:3])[CH3:2].C(=O)([O-])[O-].[Cs+].[Cs+].[C:49]1([CH3:72])[CH:54]=[CH:53][C:52]([S:55]([O:58][CH2:59][CH2:60]OS(C2C=CC(C)=CC=2)(=O)=O)(=[O:57])=[O:56])=[CH:51][CH:50]=1. Given the product [C:31]([O:30][C:28](=[O:29])[CH2:27][C@H:26]([NH:25][C:24]([C@@H:20]1[CH2:21][CH2:22][CH2:23][N:18]([C:16](=[O:17])[CH2:15][CH2:14][CH:11]2[CH2:10][CH2:9][N:8]([C:6]([O:5][C:1]([CH3:2])([CH3:3])[CH3:4])=[O:7])[CH2:13][CH2:12]2)[CH2:19]1)=[O:42])[C:35]1[CH:40]=[CH:39][C:38]([O:41][CH2:60][CH2:59][O:58][S:55]([C:52]2[CH:53]=[CH:54][C:49]([CH3:72])=[CH:50][CH:51]=2)(=[O:57])=[O:56])=[CH:37][CH:36]=1)([CH3:32])([CH3:33])[CH3:34], predict the reactants needed to synthesize it. (7) Given the product [S:23]1[C:19]2[CH:18]=[CH:17][C:16]([CH:3]([C:1]#[N:2])[C:4]([O:6][CH2:7][CH3:8])=[O:5])=[CH:24][C:20]=2[CH:21]=[CH:22]1, predict the reactants needed to synthesize it. The reactants are: [C:1]([CH2:3][C:4]([O:6][CH2:7][CH3:8])=[O:5])#[N:2].CC(C)([O-])C.[K+].Br[C:16]1[CH:17]=[CH:18][C:19]2[S:23][CH:22]=[CH:21][C:20]=2[CH:24]=1.Cl.